Task: Predict the reactants needed to synthesize the given product.. Dataset: Full USPTO retrosynthesis dataset with 1.9M reactions from patents (1976-2016) (1) Given the product [Cl:1][C:2]1[N:10]=[C:9]2[C:5]([N:6]([CH2:11][C:12]3[CH:17]=[CH:16][C:15]([O:18][CH3:19])=[CH:14][CH:13]=3)[CH:7]=[N:8]2)=[C:4]([NH:27][C@@H:25]([CH:21]2[CH2:24][CH2:23][CH2:22]2)[CH3:26])[N:3]=1, predict the reactants needed to synthesize it. The reactants are: [Cl:1][C:2]1[N:10]=[C:9]2[C:5]([N:6]([CH2:11][C:12]3[CH:17]=[CH:16][C:15]([O:18][CH3:19])=[CH:14][CH:13]=3)[CH:7]=[N:8]2)=[C:4](Cl)[N:3]=1.[CH:21]1([C@H:25]([NH2:27])[CH3:26])[CH2:24][CH2:23][CH2:22]1. (2) Given the product [CH2:1]([C:3]1[CH:8]=[CH:7][CH:6]=[C:5]([CH2:9][CH3:10])[C:4]=1[C:11]1[CH:20]=[C:19]([CH3:21])[C:14]2[C:15](=[O:16])[NH:28][CH2:23][CH2:22][C:13]=2[N:12]=1)[CH3:2], predict the reactants needed to synthesize it. The reactants are: [CH2:1]([C:3]1[CH:8]=[CH:7][CH:6]=[C:5]([CH2:9][CH3:10])[C:4]=1[C:11]1[CH:20]=[C:19]([CH3:21])[C:14]([C:15](OC)=[O:16])=[C:13]([CH:22]=[CH2:23])[N:12]=1)[CH3:2].C([O-])(=O)C.[NH4+:28]. (3) The reactants are: [Cl:1][C:2]1[CH:22]=[C:21]([S:23]([CH2:26][C:27]2[CH:32]=[CH:31][C:30]([F:33])=[CH:29][CH:28]=2)(=[O:25])=[O:24])[CH:20]=[CH:19][C:3]=1[O:4][C:5]1[CH:6]=[C:7]([CH2:15][C:16](O)=[O:17])[CH:8]=[C:9]([C:11]([F:14])([F:13])[F:12])[CH:10]=1.[CH3:34][S:35]([NH2:38])(=[O:37])=[O:36]. Given the product [Cl:1][C:2]1[CH:22]=[C:21]([S:23]([CH2:26][C:27]2[CH:28]=[CH:29][C:30]([F:33])=[CH:31][CH:32]=2)(=[O:25])=[O:24])[CH:20]=[CH:19][C:3]=1[O:4][C:5]1[CH:6]=[C:7]([CH2:15][C:16]([NH:38][S:35]([CH3:34])(=[O:37])=[O:36])=[O:17])[CH:8]=[C:9]([C:11]([F:12])([F:13])[F:14])[CH:10]=1, predict the reactants needed to synthesize it. (4) Given the product [CH2:22]([O:21][C:19]([C:17]1[N:18]=[C:11]2[N:12]([C:13]([Cl:26])=[N:14][C:9]([C:3]3[CH:4]=[CH:5][C:6]([Cl:8])=[CH:7][C:2]=3[Cl:1])=[CH:10]2)[N:16]=1)=[O:20])[CH3:23], predict the reactants needed to synthesize it. The reactants are: [Cl:1][C:2]1[CH:7]=[C:6]([Cl:8])[CH:5]=[CH:4][C:3]=1[C:9]1[N:14]=[C:13](O)[N:12]2[N:16]=[C:17]([C:19]([O:21][CH2:22][CH3:23])=[O:20])[N:18]=[C:11]2[CH:10]=1.P(Cl)(Cl)([Cl:26])=O.